From a dataset of NCI-60 drug combinations with 297,098 pairs across 59 cell lines. Regression. Given two drug SMILES strings and cell line genomic features, predict the synergy score measuring deviation from expected non-interaction effect. (1) Drug 1: CCC1=CC2CC(C3=C(CN(C2)C1)C4=CC=CC=C4N3)(C5=C(C=C6C(=C5)C78CCN9C7C(C=CC9)(C(C(C8N6C)(C(=O)OC)O)OC(=O)C)CC)OC)C(=O)OC.C(C(C(=O)O)O)(C(=O)O)O. Drug 2: CS(=O)(=O)OCCCCOS(=O)(=O)C. Cell line: CAKI-1. Synergy scores: CSS=22.1, Synergy_ZIP=-10.1, Synergy_Bliss=-7.92, Synergy_Loewe=-3.28, Synergy_HSA=-2.15. (2) Drug 1: CC(CN1CC(=O)NC(=O)C1)N2CC(=O)NC(=O)C2. Drug 2: CS(=O)(=O)CCNCC1=CC=C(O1)C2=CC3=C(C=C2)N=CN=C3NC4=CC(=C(C=C4)OCC5=CC(=CC=C5)F)Cl. Cell line: TK-10. Synergy scores: CSS=6.67, Synergy_ZIP=-9.28, Synergy_Bliss=-2.52, Synergy_Loewe=-3.09, Synergy_HSA=-1.46. (3) Drug 1: C1CCC(C1)C(CC#N)N2C=C(C=N2)C3=C4C=CNC4=NC=N3. Drug 2: CC1OCC2C(O1)C(C(C(O2)OC3C4COC(=O)C4C(C5=CC6=C(C=C35)OCO6)C7=CC(=C(C(=C7)OC)O)OC)O)O. Cell line: SK-MEL-5. Synergy scores: CSS=9.98, Synergy_ZIP=11.5, Synergy_Bliss=8.45, Synergy_Loewe=-26.3, Synergy_HSA=-6.76. (4) Drug 1: CC(C1=C(C=CC(=C1Cl)F)Cl)OC2=C(N=CC(=C2)C3=CN(N=C3)C4CCNCC4)N. Drug 2: CS(=O)(=O)C1=CC(=C(C=C1)C(=O)NC2=CC(=C(C=C2)Cl)C3=CC=CC=N3)Cl. Cell line: U251. Synergy scores: CSS=12.2, Synergy_ZIP=-1.59, Synergy_Bliss=4.01, Synergy_Loewe=3.82, Synergy_HSA=3.95. (5) Drug 1: CC1=C2C(C(=O)C3(C(CC4C(C3C(C(C2(C)C)(CC1OC(=O)C(C(C5=CC=CC=C5)NC(=O)C6=CC=CC=C6)O)O)OC(=O)C7=CC=CC=C7)(CO4)OC(=O)C)O)C)OC(=O)C. Drug 2: CC(C)NC(=O)C1=CC=C(C=C1)CNNC.Cl. Cell line: OVCAR3. Synergy scores: CSS=70.4, Synergy_ZIP=4.28, Synergy_Bliss=2.54, Synergy_Loewe=-26.7, Synergy_HSA=1.16. (6) Drug 1: CCCCC(=O)OCC(=O)C1(CC(C2=C(C1)C(=C3C(=C2O)C(=O)C4=C(C3=O)C=CC=C4OC)O)OC5CC(C(C(O5)C)O)NC(=O)C(F)(F)F)O. Drug 2: C1=CC=C(C=C1)NC(=O)CCCCCCC(=O)NO. Cell line: OVCAR-5. Synergy scores: CSS=31.8, Synergy_ZIP=0.0488, Synergy_Bliss=-1.80, Synergy_Loewe=1.88, Synergy_HSA=2.54.